From a dataset of Reaction yield outcomes from USPTO patents with 853,638 reactions. Predict the reaction yield, written as a fraction of the theoretical maximum amount of product (1.0 means a 100% yield; for example, 0.34 means a 34% yield). (1) The reactants are Cl.C([O:5][C:6]1[CH:11]=[CH:10][C:9]([C:12](=[O:23])[NH:13][C:14]2[S:15][CH:16]=[C:17]([S:19]([CH3:22])(=[O:21])=[O:20])[N:18]=2)=[CH:8][CH:7]=1)(=O)C. The catalyst is O1CCCC1. The product is [OH:5][C:6]1[CH:11]=[CH:10][C:9]([C:12]([NH:13][C:14]2[S:15][CH:16]=[C:17]([S:19]([CH3:22])(=[O:21])=[O:20])[N:18]=2)=[O:23])=[CH:8][CH:7]=1. The yield is 0.820. (2) The reactants are [CH3:1][C:2]1[CH:3]=[CH:4][C:5]([N:9]2[N:32]=[C:31]([CH3:33])/[C:12](=[N:13]/[NH:14][C:15]3[CH:16]=[CH:17][CH:18]=[C:19]([C:22]4[CH:23]=[CH:24][CH:25]=[C:26]([C:28]([OH:30])=[O:29])[CH:27]=4)[C:20]=3[OH:21])/[C:10]2=[O:11])=[CH:6][C:7]=1[CH3:8]. The catalyst is C(O)(=O)C. The product is [CH3:8][C:7]1[CH:6]=[C:5]([N:9]2[C:10](=[O:11])[C:12](=[N:13][NH:14][C:15]3[C:20]([OH:21])=[C:19]([C:22]4[CH:23]=[CH:24][CH:25]=[C:26]([C:28]([OH:30])=[O:29])[CH:27]=4)[CH:18]=[CH:17][CH:16]=3)[C:31]([CH3:33])=[N:32]2)[CH:4]=[CH:3][C:2]=1[CH3:1]. The yield is 0.880. (3) The product is [Br:1][C:2]1[CH:8]=[CH:7][C:5]([NH:6][C:19](=[O:20])[CH2:18][CH2:17][Cl:16])=[CH:4][C:3]=1[Cl:9]. The catalyst is ClCCCl. The reactants are [Br:1][C:2]1[CH:8]=[CH:7][C:5]([NH2:6])=[CH:4][C:3]=1[Cl:9].N1C=CC=CC=1.[Cl:16][CH2:17][CH2:18][C:19](Cl)=[O:20]. The yield is 0.950. (4) The reactants are [C:1]1([C@H:7]([NH:9][C:10]2[C:15]([N+:16]([O-])=O)=CN=[C:12]([C:19]3[CH:28]=[CH:27][CH:26]=[C:25]4[C:20]=3[CH:21]=[CH:22][CH:23]=[N:24]4)[CH:11]=2)[CH3:8])[CH:6]=[CH:5][CH:4]=[CH:3][CH:2]=1.C1([C@H](NC2[C:43]([N+:44]([O-])=O)=CN=C(Br)C=2)C)C=CC=CC=1.N1C2C=CC=C(B(O)O)C=2C=CC=1.[C:61](=O)([O-])[O-:62].[K+].[K+]. The catalyst is CN(C=O)C.O.C(OCC)(=O)C.C1C=CC([P]([Pd]([P](C2C=CC=CC=2)(C2C=CC=CC=2)C2C=CC=CC=2)([P](C2C=CC=CC=2)(C2C=CC=CC=2)C2C=CC=CC=2)[P](C2C=CC=CC=2)(C2C=CC=CC=2)C2C=CC=CC=2)(C2C=CC=CC=2)C2C=CC=CC=2)=CC=1. The product is [C:1]1([C@H:7]([N:9]2[C:10]3[C:15](=[N:44][CH:43]=[C:12]([C:19]4[CH:28]=[CH:27][CH:26]=[C:25]5[C:20]=4[CH:21]=[CH:22][CH:23]=[N:24]5)[CH:11]=3)[NH:16][C:61]2=[O:62])[CH3:8])[CH:2]=[CH:3][CH:4]=[CH:5][CH:6]=1. The yield is 0.770. (5) The reactants are [CH2:1]([NH:8][C:9]([C:11]1[CH:30]=[CH:29][C:14]2[N:15]([CH3:28])[C:16]([CH2:18][NH:19][C:20]3[CH:25]=[CH:24][C:23]([C:26]#[N:27])=[CH:22][CH:21]=3)=[N:17][C:13]=2[CH:12]=1)=[O:10])[C:2]1[CH:7]=[CH:6][CH:5]=[CH:4][CH:3]=1.[ClH:31].C(O)C.C(=O)([O-])[O-].[NH4+:39].[NH4+]. The catalyst is ClCCl.C(O)C. The product is [ClH:31].[CH2:1]([NH:8][C:9]([C:11]1[CH:30]=[CH:29][C:14]2[N:15]([CH3:28])[C:16]([CH2:18][NH:19][C:20]3[CH:21]=[CH:22][C:23]([C:26](=[NH:39])[NH2:27])=[CH:24][CH:25]=3)=[N:17][C:13]=2[CH:12]=1)=[O:10])[C:2]1[CH:3]=[CH:4][CH:5]=[CH:6][CH:7]=1. The yield is 0.630. (6) The reactants are [C:1]([C:3]1[CH:8]=[C:7]([O:9][C:10]2[CH:15]=[CH:14][C:13]([NH:16][C:17]([NH:19][C:20]3[N:24]([C:25]4[CH:26]=[C:27]5[C:32](=[CH:33][CH:34]=4)[N:31]=[CH:30][CH:29]=[CH:28]5)[N:23]=[C:22]([CH:35]([CH3:37])[CH3:36])[CH:21]=3)=[O:18])=[C:12]([F:38])[CH:11]=2)[CH:6]=[CH:5][N:4]=1)#[N:2].C([NH:42][C@H](C(O)=O)CS)(=O)C.C([O-])(=O)C.[NH4+].C([O-])([O-])=O.[K+].[K+]. The catalyst is CO.O. The product is [C:1]([C:3]1[CH:8]=[C:7]([O:9][C:10]2[CH:15]=[CH:14][C:13]([NH:16][C:17]([NH:19][C:20]3[N:24]([C:25]4[CH:26]=[C:27]5[C:32](=[CH:33][CH:34]=4)[N:31]=[CH:30][CH:29]=[CH:28]5)[N:23]=[C:22]([CH:35]([CH3:36])[CH3:37])[CH:21]=3)=[O:18])=[C:12]([F:38])[CH:11]=2)[CH:6]=[CH:5][N:4]=1)(=[NH:42])[NH2:2]. The yield is 0.170.